Dataset: Experimentally validated miRNA-target interactions with 360,000+ pairs, plus equal number of negative samples. Task: Binary Classification. Given a miRNA mature sequence and a target amino acid sequence, predict their likelihood of interaction. (1) The miRNA is hsa-miR-6847-5p with sequence ACAGAGGACAGUGGAGUGUGAGC. The protein sequence of the target gene is MAAAGLVAVAAAAEYSGTVASGGNLPGVHCGPSSGAGPGFGPGSWSRSLDRALEEAAVTGVLSLSGRKLREFPRGAANHDLTDTTRADLSRNRLSEIPIEACHFVSLENLNLYQNCIRYIPEAILNLQALTFLNISRNQLSTLPVHLCNLPLKVLIASNNKLVSLPEEIGHLRHLMELDVSCNEIQTIPSQIGNLEALRDLNVRRNHLVHLPEELAELPLIRLDFSCNKITTIPVCYRNLRHLQTITLDNNPLQSPPAQICIKGKVHIFKYLNIQACKIAPDLPDYDRRPLGFGSCHEEL.... Result: 1 (interaction). (2) The miRNA is mmu-miR-15a-5p with sequence UAGCAGCACAUAAUGGUUUGUG. The protein sequence of the target gene is MSAPLLKLGAVLSTMAMISNWMSQTLPSLVGLNTTRLSAPDTLTQISPKEGWQVYSSAQDPDGRCICTVVAPEQNLCSRDAKSRQLRQLLEKVQNMSQSIEVLNLRTQRDFQYVLKMETQMKGLKAKFRQIEDDRKTLMTKHFQELKEKMDELLPLIPVLEQYKTDAKLITQFKEEIRNLSSVLTGIQEEIGAYDYEELHQRVLSLETRLRDCMKKLTCGKLMKITGPITVKTSGTRFGAWMTDPLASEKNNRVWYMDSYTNNKIVREYKSIADFVSGAESRTYNLPFKWAGTNHVVYNG.... Result: 1 (interaction). (3) The miRNA is mmu-miR-672-3p with sequence ACACACAGUCACUAUCUUCGA. The protein sequence of the target gene is MAQVSINSDYSEWASSTDAGERARLLQSPCVDVVPKSEGEASPGDPDSGTTSTLGAVFIVVNACLGAGLLNFPAAFSTAGGVAAGIALQMGMLVFIISGLVILAYCSQASNERTYQEVVWAVCGKLTGVLCEVAIAVYTFGTCIAFLIIIGDQQDKIIAVMSKEPDGASGSPWYTDRKFTISLTAFLFILPLSIPKEIGFQKYASFLSVVGTWYVTAIIIIKYIWPDKEMRPGDILTRPASWMAVFNAMPTICFGFQCHVSSVPVFNSMRQPEVKTWGGVVTAAMVIALAVYMGTGICGF.... Result: 0 (no interaction). (4) The miRNA is hsa-miR-4709-3p with sequence UUGAAGAGGAGGUGCUCUGUAGC. The protein sequence of the target gene is MEILWKTLTWILSLIMASSEFHSDHRLSYSSQEEFLTYLEHYQLTIPIRVDQNGAFLSFTVKNDKHSRRRRSMDPIDPQQAVSKLFFKLSAYGKHFHLNLTLNTDFVSKHFTVEYWGKDGPQWKHDFLDNCHYTGYLQDQRSTTKVALSNCVGLHGVIATEDEEYFIEPLKNTTEDSKHFSYENGHPHVIYKKSALQQRHLYDHSHCGVSDFTRSGKPWWLNDTSTVSYSLPINNTHIHHRQKRSVSIERFVETLVVADKMMVGYHGRKDIEHYILSVMNIVAKLYRDSSLGNVVNIIVA.... Result: 0 (no interaction).